Regression. Given two drug SMILES strings and cell line genomic features, predict the synergy score measuring deviation from expected non-interaction effect. From a dataset of NCI-60 drug combinations with 297,098 pairs across 59 cell lines. (1) Drug 1: CCN(CC)CCNC(=O)C1=C(NC(=C1C)C=C2C3=C(C=CC(=C3)F)NC2=O)C. Drug 2: C(CCl)NC(=O)N(CCCl)N=O. Cell line: MCF7. Synergy scores: CSS=0.839, Synergy_ZIP=-1.83, Synergy_Bliss=-5.14, Synergy_Loewe=-4.29, Synergy_HSA=-4.01. (2) Drug 1: CN(C)C1=NC(=NC(=N1)N(C)C)N(C)C. Synergy scores: CSS=-4.27, Synergy_ZIP=-3.70, Synergy_Bliss=-9.27, Synergy_Loewe=-7.50, Synergy_HSA=-7.46. Cell line: SR. Drug 2: CCC(=C(C1=CC=CC=C1)C2=CC=C(C=C2)OCCN(C)C)C3=CC=CC=C3.C(C(=O)O)C(CC(=O)O)(C(=O)O)O. (3) Cell line: HOP-62. Drug 2: CCCCC(=O)OCC(=O)C1(CC(C2=C(C1)C(=C3C(=C2O)C(=O)C4=C(C3=O)C=CC=C4OC)O)OC5CC(C(C(O5)C)O)NC(=O)C(F)(F)F)O. Drug 1: C1=NC2=C(N=C(N=C2N1C3C(C(C(O3)CO)O)F)Cl)N. Synergy scores: CSS=25.7, Synergy_ZIP=2.97, Synergy_Bliss=-0.495, Synergy_Loewe=-1.13, Synergy_HSA=-3.71. (4) Drug 1: C1CCC(C1)C(CC#N)N2C=C(C=N2)C3=C4C=CNC4=NC=N3. Drug 2: CC12CCC3C(C1CCC2OP(=O)(O)O)CCC4=C3C=CC(=C4)OC(=O)N(CCCl)CCCl.[Na+]. Cell line: MALME-3M. Synergy scores: CSS=-4.61, Synergy_ZIP=-1.62, Synergy_Bliss=-6.54, Synergy_Loewe=-8.83, Synergy_HSA=-8.72. (5) Drug 1: C1=CN(C(=O)N=C1N)C2C(C(C(O2)CO)O)O.Cl. Drug 2: CC(C)NC(=O)C1=CC=C(C=C1)CNNC.Cl. Cell line: NCI-H322M. Synergy scores: CSS=-0.0340, Synergy_ZIP=1.39, Synergy_Bliss=1.74, Synergy_Loewe=-6.13, Synergy_HSA=-3.59. (6) Drug 1: CC1C(C(=O)NC(C(=O)N2CCCC2C(=O)N(CC(=O)N(C(C(=O)O1)C(C)C)C)C)C(C)C)NC(=O)C3=C4C(=C(C=C3)C)OC5=C(C(=O)C(=C(C5=N4)C(=O)NC6C(OC(=O)C(N(C(=O)CN(C(=O)C7CCCN7C(=O)C(NC6=O)C(C)C)C)C)C(C)C)C)N)C. Drug 2: CN1C(=O)N2C=NC(=C2N=N1)C(=O)N. Cell line: HS 578T. Synergy scores: CSS=31.0, Synergy_ZIP=-6.48, Synergy_Bliss=-3.40, Synergy_Loewe=-18.8, Synergy_HSA=-0.909. (7) Drug 1: C1CC(=O)NC(=O)C1N2CC3=C(C2=O)C=CC=C3N. Drug 2: C(=O)(N)NO. Cell line: MDA-MB-231. Synergy scores: CSS=12.2, Synergy_ZIP=-3.23, Synergy_Bliss=2.43, Synergy_Loewe=2.75, Synergy_HSA=2.99.